From a dataset of Reaction yield outcomes from USPTO patents with 853,638 reactions. Predict the reaction yield, written as a fraction of the theoretical maximum amount of product (1.0 means a 100% yield; for example, 0.34 means a 34% yield). (1) The yield is 0.500. The reactants are [CH3:1][C:2]1[N:3]=[C:4]([CH:7]=O)[S:5][CH:6]=1.C1(P(C2C=CC=CC=2)(C2C=CC=CC=2)=[C:16]2[CH2:20][CH2:19][O:18][C:17]2=[O:21])C=CC=CC=1. The catalyst is C(Cl)Cl. The product is [CH3:1][C:2]1[N:3]=[C:4](/[CH:7]=[C:16]2\[C:17](=[O:21])[O:18][CH2:19][CH2:20]\2)[S:5][CH:6]=1. (2) The reactants are [NH2:1][C:2]1[CH:31]=[CH:30][C:5]([C:6]([N:8]2[C:17]3[C:12](=[CH:13][CH:14]=[CH:15][CH:16]=3)[C@H:11]([N:18]([C:23]3[CH:28]=[CH:27][CH:26]=[CH:25][CH:24]=3)[C:19](=[O:22])[CH2:20][CH3:21])[CH2:10][C@@H:9]2[CH3:29])=[O:7])=[CH:4][CH:3]=1.[CH2:32]([CH:34]([CH2:37][CH3:38])[CH:35]=O)[CH3:33].C(O[BH-](OC(=O)C)OC(=O)C)(=O)C.[Na+].C(O)(=O)C. The catalyst is ClCCl. The product is [CH2:32]([CH:34]([CH2:37][CH3:38])[CH2:35][NH:1][C:2]1[CH:3]=[CH:4][C:5]([C:6]([N:8]2[C:17]3[C:12](=[CH:13][CH:14]=[CH:15][CH:16]=3)[C@H:11]([N:18]([C:23]3[CH:24]=[CH:25][CH:26]=[CH:27][CH:28]=3)[C:19](=[O:22])[CH2:20][CH3:21])[CH2:10][C@@H:9]2[CH3:29])=[O:7])=[CH:30][CH:31]=1)[CH3:33]. The yield is 0.830. (3) The yield is 0.756. The reactants are [NH:1]1[CH2:6][CH2:5][O:4][C:3]2[N:7]=[CH:8][C:9]([C:11]3[CH:18]=[CH:17][C:14]([C:15]#[N:16])=[CH:13][CH:12]=3)=[CH:10][C:2]1=2.[Br:19][C:20]1[CH:21]=[C:22]([CH:26]=[C:27]([Br:31])[C:28]=1[O:29][CH3:30])[C:23](Cl)=[O:24].C(N(CC)CC)C. The catalyst is ClCCl. The product is [Br:19][C:20]1[CH:21]=[C:22]([CH:26]=[C:27]([Br:31])[C:28]=1[O:29][CH3:30])[C:23]([N:1]1[CH2:6][CH2:5][O:4][C:3]2[N:7]=[CH:8][C:9]([C:11]3[CH:18]=[CH:17][C:14]([C:15]#[N:16])=[CH:13][CH:12]=3)=[CH:10][C:2]1=2)=[O:24]. (4) The reactants are C(OC([NH:8][CH2:9][C:10]1[N:11]([CH2:36][CH:37]([CH3:39])[CH3:38])[C:12](=[O:35])[C:13]2[C:18]([C:19]=1[C:20]1[CH:25]=[CH:24][CH:23]=[CH:22][CH:21]=1)=[CH:17][C:16]([C:26]1[S:27][C:28]([C:32]([OH:34])=[O:33])=[C:29]([CH3:31])[N:30]=1)=[CH:15][CH:14]=2)=O)(C)(C)C.[ClH:40]. The product is [ClH:40].[NH2:8][CH2:9][C:10]1[N:11]([CH2:36][CH:37]([CH3:39])[CH3:38])[C:12](=[O:35])[C:13]2[C:18]([C:19]=1[C:20]1[CH:21]=[CH:22][CH:23]=[CH:24][CH:25]=1)=[CH:17][C:16]([C:26]1[S:27][C:28]([C:32]([OH:34])=[O:33])=[C:29]([CH3:31])[N:30]=1)=[CH:15][CH:14]=2. The catalyst is C(OCC)(=O)C. The yield is 0.923.